Dataset: Catalyst prediction with 721,799 reactions and 888 catalyst types from USPTO. Task: Predict which catalyst facilitates the given reaction. (1) Reactant: [O:1]1CCO[CH:2]1[C:6]1[CH:11]=[CH:10][C:9]([N:12]([C:50]2[C:59]3[C:54](=[CH:55][CH:56]=[CH:57][CH:58]=3)[CH:53]=[CH:52][CH:51]=2)[C:13]2[CH:25]=[CH:24][C:23]3[C:22]4[C:17](=[CH:18][C:19]([N:26]([C:37]5[CH:42]=[CH:41][C:40]([CH:43]6OCC[O:44]6)=[CH:39][CH:38]=5)[C:27]5[C:36]6[C:31](=[CH:32][CH:33]=[CH:34][CH:35]=6)[CH:30]=[CH:29][CH:28]=5)=[CH:20][CH:21]=4)[C:16]([CH3:49])([CH3:48])[C:15]=3[CH:14]=2)=[CH:8][CH:7]=1.Cl. Product: [CH3:48][C:16]1([CH3:49])[C:17]2[CH:18]=[C:19]([N:26]([C:37]3[CH:38]=[CH:39][C:40]([CH:43]=[O:44])=[CH:41][CH:42]=3)[C:27]3[C:36]4[C:31](=[CH:32][CH:33]=[CH:34][CH:35]=4)[CH:30]=[CH:29][CH:28]=3)[CH:20]=[CH:21][C:22]=2[C:23]2[C:15]1=[CH:14][C:13]([N:12]([C:9]1[CH:8]=[CH:7][C:6]([CH:2]=[O:1])=[CH:11][CH:10]=1)[C:50]1[C:59]3[C:54](=[CH:55][CH:56]=[CH:57][CH:58]=3)[CH:53]=[CH:52][CH:51]=1)=[CH:25][CH:24]=2. The catalyst class is: 21. (2) Reactant: [CH3:1][O:2][C:3]([C:5]1[C:6]([NH2:14])=[CH:7][CH:8]=[C:9]2[C:13]=1[NH:12][N:11]=[CH:10]2)=[O:4].[Cl:15]N1C(=O)CCC1=O. Product: [CH3:1][O:2][C:3]([C:5]1[C:6]([NH2:14])=[C:7]([Cl:15])[CH:8]=[C:9]2[C:13]=1[NH:12][N:11]=[CH:10]2)=[O:4]. The catalyst class is: 9. (3) Reactant: [NH2:1][C:2]1[S:12][C:5]2[CH2:6][O:7][C:8]([CH3:11])([CH3:10])[CH2:9][C:4]=2[C:3]=1[C:13]([O:15][C:16]([CH3:19])([CH3:18])[CH3:17])=[O:14].[F:20][C:21]1[CH:31]=[CH:30][CH:29]=[CH:28][C:22]=1[C:23]([N:25]=[C:26]=[S:27])=[O:24]. Product: [F:20][C:21]1[CH:31]=[CH:30][CH:29]=[CH:28][C:22]=1[C:23]([NH:25][C:26](=[S:27])[NH:1][C:2]1[S:12][C:5]2[CH2:6][O:7][C:8]([CH3:11])([CH3:10])[CH2:9][C:4]=2[C:3]=1[C:13]([O:15][C:16]([CH3:19])([CH3:18])[CH3:17])=[O:14])=[O:24]. The catalyst class is: 1. (4) Reactant: [C:1]([CH2:3][C:4]([NH:6][C:7]1[CH:12]=[CH:11][CH:10]=[CH:9][C:8]=1[OH:13])=O)#[N:2].CC1C=CC(S(O)(=O)=O)=CC=1. Product: [O:13]1[C:8]2[CH:9]=[CH:10][CH:11]=[CH:12][C:7]=2[N:6]=[C:4]1[CH2:3][C:1]#[N:2]. The catalyst class is: 11. (5) Reactant: C(N(CC)CC)C.[CH:8]([S:11](Cl)(=[O:13])=[O:12])([CH3:10])[CH3:9].[O:15]1[C:19]2([CH2:24][CH2:23][O:22][CH2:21][CH:20]2[NH2:25])[O:18][CH2:17][CH2:16]1. The catalyst class is: 79. Product: [O:15]1[C:19]2([CH2:24][CH2:23][O:22][CH2:21][CH:20]2[NH:25][S:11]([CH:8]([CH3:10])[CH3:9])(=[O:13])=[O:12])[O:18][CH2:17][CH2:16]1.